From a dataset of Reaction yield outcomes from USPTO patents with 853,638 reactions. Predict the reaction yield, written as a fraction of the theoretical maximum amount of product (1.0 means a 100% yield; for example, 0.34 means a 34% yield). (1) The reactants are [S:1]1[C:5]2[CH:6]=[CH:7][CH:8]=[CH:9][C:4]=2[CH:3]=[C:2]1[CH:10]=[N:11][OH:12].[CH2:13]([C:15](=[CH2:21])[C:16]([O:18][CH2:19][CH3:20])=[O:17])[CH3:14].Cl[O-].[Na+].O. The catalyst is C1COCC1.C(N(CC)CC)C. The product is [S:1]1[C:5]2[CH:6]=[CH:7][CH:8]=[CH:9][C:4]=2[CH:3]=[C:2]1[C:10]1[CH2:21][C:15]([CH2:13][CH3:14])([C:16]([O:18][CH2:19][CH3:20])=[O:17])[O:12][N:11]=1. The yield is 0.180. (2) The reactants are [Cl:1][CH:2]([O:6][C:7]([NH:9][CH2:10][C:11]1([CH2:17][C:18]([OH:20])=[O:19])[CH2:16][CH2:15][CH2:14][CH2:13][CH2:12]1)=[O:8])[CH:3]([CH3:5])[CH3:4].[CH:21]1C=CC=CC=1.C[Si](C=[N+]=[N-])(C)C. The catalyst is CO. The product is [Cl:1][CH:2]([O:6][C:7]([NH:9][CH2:10][C:11]1([CH2:17][C:18]([O:20][CH3:21])=[O:19])[CH2:12][CH2:13][CH2:14][CH2:15][CH2:16]1)=[O:8])[CH:3]([CH3:4])[CH3:5]. The yield is 0.720.